From a dataset of Full USPTO retrosynthesis dataset with 1.9M reactions from patents (1976-2016). Predict the reactants needed to synthesize the given product. (1) Given the product [C:12]([C:16]1[CH:17]=[C:18]2[C:23](=[C:24]([F:26])[CH:25]=1)[C:22](=[O:27])[N:21]([C:28]1[C:36]([CH2:35][OH:34])=[C:32]([N:7]3[C:6]4[N:1]=[CH:2][N:3]=[CH:4][C:5]=4[C:9]([C:10]#[N:11])=[CH:8]3)[CH:31]=[CH:30][CH:29]=1)[N:20]=[CH:19]2)([CH3:15])([CH3:13])[CH3:14], predict the reactants needed to synthesize it. The reactants are: [N:1]1[C:6]2[NH:7][CH:8]=[C:9]([C:10]#[N:11])[C:5]=2[CH:4]=[N:3][CH:2]=1.[C:12]([C:16]1[CH:17]=[C:18]2[C:23](=[C:24]([F:26])[CH:25]=1)[C:22](=[O:27])[N:21]([C:28]1[C:36]3[CH2:35][O:34]B(O)[C:32]=3[CH:31]=[CH:30][CH:29]=1)[N:20]=[CH:19]2)([CH3:15])([CH3:14])[CH3:13].N1C=CC=CC=1.ClC(Cl)C. (2) Given the product [NH2:11][C@@H:12]([CH2:27][C:28]1[CH:33]=[CH:32][C:31]([C:34]2[N:39]=[CH:38][C:37]([C:40]3[CH:45]=[CH:44][C:43]([O:46][CH2:47][CH2:48][CH2:49][CH2:50][CH2:51][CH2:52][CH3:53])=[CH:42][CH:41]=3)=[CH:36][N:35]=2)=[CH:30][CH:29]=1)[C:13]([N:15]1[CH2:19][CH2:18][CH2:17][C@H:16]1[C:20]([O:22][C:23]([CH3:26])([CH3:25])[CH3:24])=[O:21])=[O:14], predict the reactants needed to synthesize it. The reactants are: C(OC([NH:11][C@@H:12]([CH2:27][C:28]1[CH:33]=[CH:32][C:31]([C:34]2[N:39]=[CH:38][C:37]([C:40]3[CH:45]=[CH:44][C:43]([O:46][CH2:47][CH2:48][CH2:49][CH2:50][CH2:51][CH2:52][CH3:53])=[CH:42][CH:41]=3)=[CH:36][N:35]=2)=[CH:30][CH:29]=1)[C:13]([N:15]1[CH2:19][CH2:18][CH2:17][C@H:16]1[C:20]([O:22][C:23]([CH3:26])([CH3:25])[CH3:24])=[O:21])=[O:14])=O)C1C=CC=CC=1.[H][H]. (3) Given the product [N+:14]([C:17]1[CH:18]=[N:19][N:20]([C:3]([C:6]2[CH:7]=[C:8]([CH:11]=[CH:12][CH:13]=2)[C:9]#[N:10])([CH3:5])[CH3:4])[CH:21]=1)([O-:16])=[O:15], predict the reactants needed to synthesize it. The reactants are: II.[C:3]([C:6]1[CH:7]=[C:8]([CH:11]=[CH:12][CH:13]=1)[C:9]#[N:10])([CH3:5])=[CH2:4].[N+:14]([C:17]1[CH:18]=[N:19][NH:20][CH:21]=1)([O-:16])=[O:15].